Predict the reactants needed to synthesize the given product. From a dataset of Full USPTO retrosynthesis dataset with 1.9M reactions from patents (1976-2016). (1) The reactants are: Br[C:2]1[CH:7]=[CH:6][C:5]([C:8]2[CH2:12][C:11]([C:17]3[CH:22]=[C:21]([Cl:23])[CH:20]=[C:19]([Cl:24])[CH:18]=3)([C:13]([F:16])([F:15])[F:14])[O:10][N:9]=2)=[CH:4][C:3]=1[CH3:25].C(O)C[CH2:28][CH2:29][OH:30].C(OC=C)=C.C1(NC2CCCCC2)CCCCC1.C(O)CCC. Given the product [Cl:24][C:19]1[CH:18]=[C:17]([C:11]2([C:13]([F:16])([F:15])[F:14])[O:10][N:9]=[C:8]([C:5]3[CH:6]=[CH:7][C:2]([C:29](=[O:30])[CH3:28])=[C:3]([CH3:25])[CH:4]=3)[CH2:12]2)[CH:22]=[C:21]([Cl:23])[CH:20]=1, predict the reactants needed to synthesize it. (2) The reactants are: [CH3:1][O:2][C:3](=[O:16])[CH2:4][CH2:5][CH:6]([O:8][C:9]1[CH:14]=[CH:13][C:12](Br)=[CH:11][N:10]=1)[CH3:7].[B:17]1([B:17]2[O:21][C:20]([CH3:23])([CH3:22])[C:19]([CH3:25])([CH3:24])[O:18]2)[O:21][C:20]([CH3:23])([CH3:22])[C:19]([CH3:25])([CH3:24])[O:18]1.[C:35]([O-])(=O)C.[K+].N#N. Given the product [CH3:1][O:2][C:3](=[O:16])[CH:4]([CH3:35])[CH2:5][CH:6]([O:8][C:9]1[CH:14]=[CH:13][C:12]([B:17]2[O:21][C:20]([CH3:23])([CH3:22])[C:19]([CH3:25])([CH3:24])[O:18]2)=[CH:11][N:10]=1)[CH3:7], predict the reactants needed to synthesize it. (3) Given the product [C:1]([NH:4][CH:5]([CH:28]([C:29]1[CH:34]=[CH:33][CH:32]=[CH:31][CH:30]=1)[C:22]1[CH:27]=[CH:26][CH:25]=[CH:24][CH:23]=1)[C:6]([OH:8])=[O:7])(=[O:3])[CH3:2], predict the reactants needed to synthesize it. The reactants are: [C:1]([NH:4][CH:5](C(OCC)=O)[C:6]([O:8]CC)=[O:7])(=[O:3])[CH3:2].CC(C)([O-])C.[K+].[C:22]1([C:28](Br)(Br)[C:29]2[CH:34]=[CH:33][CH:32]=[CH:31][CH:30]=2)[CH:27]=[CH:26][CH:25]=[CH:24][CH:23]=1.[OH-].[Na+]. (4) The reactants are: [Br:1][C:2]1[C:7]([CH3:8])=[CH:6][C:5](I)=[CH:4][C:3]=1[CH3:10].[Br-].[S:12]1[CH:16]=[CH:15][N:14]=[C:13]1[Zn+].O1CCCC1. Given the product [Br:1][C:2]1[C:7]([CH3:8])=[CH:6][C:5]([C:13]2[S:12][CH:16]=[CH:15][N:14]=2)=[CH:4][C:3]=1[CH3:10], predict the reactants needed to synthesize it. (5) Given the product [CH3:29][N:18]([C:15]1[CH:16]=[CH:17][C:12]([C:4]2[N:5]3[C:10]([CH2:9][CH2:8][CH2:7][C:6]3=[O:11])=[C:2]([CH3:1])[CH:3]=2)=[CH:13][CH:14]=1)[C:19](=[O:28])[CH:20]=[CH2:21], predict the reactants needed to synthesize it. The reactants are: [CH3:1][C:2]1[CH:3]=[C:4]([C:12]2[CH:17]=[CH:16][C:15]([NH:18][C:19](=[O:28])[CH2:20][CH2:21]N3CCCCC3)=[CH:14][CH:13]=2)[N:5]2[C:10]=1[CH2:9][CH2:8][CH2:7][C:6]2=[O:11].[CH3:29][Si](C)(C)N[Si](C)(C)C.[Li].IC. (6) Given the product [C:1]([O:5][C:6](=[O:16])[N:7]([C:8]1[CH:13]=[CH:12][CH:11]=[C:10]([CH3:14])[C:9]=1[Br:15])[CH2:20][CH:19]=[CH:18][Cl:17])([CH3:4])([CH3:2])[CH3:3], predict the reactants needed to synthesize it. The reactants are: [C:1]([O:5][C:6](=[O:16])[NH:7][C:8]1[CH:13]=[CH:12][CH:11]=[C:10]([CH3:14])[C:9]=1[Br:15])([CH3:4])([CH3:3])[CH3:2].[Cl:17][CH:18]=[CH:19][CH2:20]Cl.[H-].[Na+].[NH4+].[Cl-].